This data is from Full USPTO retrosynthesis dataset with 1.9M reactions from patents (1976-2016). The task is: Predict the reactants needed to synthesize the given product. (1) Given the product [Cl:1][C:2]1[CH:7]=[C:6]([N+:8]([O-:10])=[O:9])[CH:5]=[CH:4][C:3]=1[N:11]=[N:12][C:13]1[CH:14]=[CH:15][C:16]([N:19]([CH2:28][CH2:29][CH2:30][OH:31])[CH2:20][CH2:21][CH2:22][C:23]([OH:25])=[O:24])=[CH:17][CH:18]=1, predict the reactants needed to synthesize it. The reactants are: [Cl:1][C:2]1[CH:7]=[C:6]([N+:8]([O-:10])=[O:9])[CH:5]=[CH:4][C:3]=1[N:11]=[N:12][C:13]1[CH:18]=[CH:17][C:16]([N:19]([CH2:28][CH2:29][CH2:30][OH:31])[CH2:20][CH2:21][CH2:22][C:23]([O:25]CC)=[O:24])=[CH:15][CH:14]=1.[OH-].[K+].C(O)(=O)C. (2) Given the product [C:11]([NH:10][C@H:8]1[CH2:9][N:5]([C:3](=[O:4])[CH2:2][NH:1][C:31](=[O:32])[C:30]([F:41])([F:40])[F:29])[C@H:6]([C:19]([OH:21])=[O:20])[CH2:7]1)(=[O:18])[C:12]1[CH:13]=[CH:14][CH:15]=[CH:16][CH:17]=1, predict the reactants needed to synthesize it. The reactants are: [NH2:1][CH2:2][C:3]([N:5]1[CH2:9][C@H:8]([NH:10][C:11](=[O:18])[C:12]2[CH:17]=[CH:16][CH:15]=[CH:14][CH:13]=2)[CH2:7][C@H:6]1[C:19]([OH:21])=[O:20])=[O:4].C(N(CC)CC)C.[F:29][C:30]([F:41])([F:40])[C:31](O[C:31](=[O:32])[C:30]([F:41])([F:40])[F:29])=[O:32]. (3) Given the product [C:1]12([CH2:11][CH2:12][NH:13][C:14]3[CH:19]=[CH:18][C:17]([NH:20][C:21](=[O:26])/[CH:22]=[C:23](\[NH2:28])/[CH3:24])=[CH:16][C:15]=3[F:27])[CH2:2][CH:3]3[CH2:4][CH:5]([CH2:6][CH:7]([CH2:9]3)[CH2:8]1)[CH2:10]2, predict the reactants needed to synthesize it. The reactants are: [C:1]12([CH2:11][CH2:12][NH:13][C:14]3[CH:19]=[CH:18][C:17]([NH:20][C:21](=[O:26])[CH2:22][C:23](=O)[CH3:24])=[CH:16][C:15]=3[F:27])[CH2:10][CH:5]3[CH2:6][CH:7]([CH2:9][CH:3]([CH2:4]3)[CH2:2]1)[CH2:8]2.[NH3:28].